Predict the product of the given reaction. From a dataset of Forward reaction prediction with 1.9M reactions from USPTO patents (1976-2016). The product is: [CH:1]1([CH:6]2[CH2:14][C:13]3[C:8](=[C:9]([CH3:32])[C:10]([CH3:31])=[C:11]([O:15][CH2:16][C:17]4[CH:18]=[C:19]([C:35]5[CH:36]=[CH:37][C:38]([OH:45])=[C:39]([C:40]([OH:42])=[O:41])[CH:44]=5)[CH:20]=[CH:21][CH:22]=4)[CH:12]=3)[C:7]2=[O:33])[CH2:2][CH2:3][CH2:4][CH2:5]1. Given the reactants [CH:1]1([CH:6]2[CH2:14][C:13]3[C:8](=[C:9]([CH3:32])[C:10]([CH3:31])=[C:11]([O:15][CH2:16][C:17]4[CH:22]=[CH:21][CH:20]=[C:19](B5OCC(C)(C)CO5)[CH:18]=4)[CH:12]=3)[C:7]2=[O:33])[CH2:5][CH2:4][CH2:3][CH2:2]1.Br[C:35]1[CH:36]=[CH:37][C:38]([OH:45])=[C:39]([CH:44]=1)[C:40]([O:42]C)=[O:41], predict the reaction product.